This data is from Full USPTO retrosynthesis dataset with 1.9M reactions from patents (1976-2016). The task is: Predict the reactants needed to synthesize the given product. The reactants are: [CH3:1][CH:2]([CH2:4][C@H:5]([CH2:10][NH2:11])[CH2:6][C:7]([OH:9])=[O:8])[CH3:3].C(N(CC)CC)C.C[Si](C)(C)Cl.C(=O)([O-])OC1C=CC=C([CH:32]([O:34][C:35](=[O:39])[CH:36]([CH3:38])[CH3:37])[CH3:33])C=1[N+]([O-])=O.C(O)(=O)CC(CC(O)=O)([C:49]([OH:51])=[O:50])O. Given the product [C:35]([O:34][CH:32]([O:51][C:49]([NH:11][CH2:10][CH:5]([CH2:4][CH:2]([CH3:1])[CH3:3])[CH2:6][C:7]([OH:9])=[O:8])=[O:50])[CH3:33])(=[O:39])[CH:36]([CH3:37])[CH3:38], predict the reactants needed to synthesize it.